Dataset: HIV replication inhibition screening data with 41,000+ compounds from the AIDS Antiviral Screen. Task: Binary Classification. Given a drug SMILES string, predict its activity (active/inactive) in a high-throughput screening assay against a specified biological target. (1) The compound is OCCN1c2ccccc2Sc2ccc(Cl)cc21. The result is 0 (inactive). (2) The compound is CCCCc1c2c(nc3c1CCc1cc4c(nc1-3)-c1nc3c(c(CCCC)c1CC4)CCCC3=Cc1ccccc1)C(=Cc1ccccc1)CCC2. The result is 0 (inactive). (3) The drug is Cn1c2cc(Cl)ccc2c2ccc3c(c21)C(=O)C=CC3=O. The result is 0 (inactive). (4) The drug is CC1=Nc2c(ccc3c2C(=O)c2ccccc2C3=O)NC(c2ccncc2)C1. The result is 0 (inactive). (5) The molecule is CC(=O)c1cn(-c2ccc(Cl)cc2)c(=O)c2c(=N)[nH][nH]c12. The result is 1 (active). (6) The result is 0 (inactive). The drug is CC(C)Cc1c(C#N)c(C#N)c(N)n1Cc1ccccc1. (7) The molecule is O=[N+]([O-])c1ccc(C2=NOC(c3ccccc3)N2C23CC4CC(CC(C4)C2)C3)cc1. The result is 0 (inactive). (8) The compound is COc1ccc(-c2nc3c(=O)n(C)c(=O)n(C)c3nc2-c2ccc(OC)cc2)cc1. The result is 0 (inactive).